This data is from Full USPTO retrosynthesis dataset with 1.9M reactions from patents (1976-2016). The task is: Predict the reactants needed to synthesize the given product. (1) Given the product [C:10]([C:5]1[C:6]([C:8]#[N:9])=[CH:7][C:2]2[N:1]=[C:26]([CH:25]([CH2:19][CH2:20][CH2:21][CH3:22])[CH2:28][CH2:29][CH2:30][CH2:31][CH2:32][CH3:33])[NH:12][C:3]=2[CH:4]=1)#[N:11], predict the reactants needed to synthesize it. The reactants are: [NH2:1][C:2]1[CH:7]=[C:6]([C:8]#[N:9])[C:5]([C:10]#[N:11])=[CH:4][C:3]=1[NH2:12].C(O)CCCC.[CH2:19]([CH:25]([CH2:28][CH2:29][CH2:30][CH2:31][CH2:32][CH3:33])[CH:26]=O)[CH2:20][CH2:21][CH2:22]CC.O=O. (2) Given the product [ClH:1].[F:23][C:5]1[C:6]([N:8]2[CH2:13][C@@H:12]3[C@@:10]([NH2:15])([C@@H:11]3[CH3:14])[CH2:9]2)=[N:7][C:2]([NH:31][C:29]2[CH:28]=[N:27][N:26]([CH3:25])[CH:30]=2)=[N:3][CH:4]=1, predict the reactants needed to synthesize it. The reactants are: [Cl:1][C:2]1[N:7]=[C:6]([N:8]2[CH2:13][C@@H:12]3[C@@:10]([NH:15]C(=O)OC(C)(C)C)([C@@H:11]3[CH3:14])[CH2:9]2)[C:5]([F:23])=[CH:4][N:3]=1.Cl.[CH3:25][N:26]1[CH:30]=[C:29]([NH2:31])[CH:28]=[N:27]1. (3) Given the product [CH2:20]=[C:21]1[CH2:26][CH:25]([CH3:27])[O:24][C:22]1=[O:23].[C:28]([OH:32])(=[O:31])[CH:29]=[CH2:30], predict the reactants needed to synthesize it. The reactants are: O.S([O-])(OCCCCCCCCCCCC)(=O)=O.[Na+].[CH2:20]=[C:21]1[CH2:26][CH:25]([CH3:27])[O:24][C:22]1=[O:23].[C:28]([OH:32])(=[O:31])[CH:29]=[CH2:30].S(OOS([O-])(=O)=O)([O-])(=O)=O.[Na+].[Na+].[OH-].[Na+].